From a dataset of CYP2C19 inhibition data for predicting drug metabolism from PubChem BioAssay. Regression/Classification. Given a drug SMILES string, predict its absorption, distribution, metabolism, or excretion properties. Task type varies by dataset: regression for continuous measurements (e.g., permeability, clearance, half-life) or binary classification for categorical outcomes (e.g., BBB penetration, CYP inhibition). Dataset: cyp2c19_veith. The drug is CC1(C)CC(=O)C=C(NCc2ccc(Cl)c(Cl)c2)C1. The result is 1 (inhibitor).